This data is from Peptide-MHC class II binding affinity with 134,281 pairs from IEDB. The task is: Regression. Given a peptide amino acid sequence and an MHC pseudo amino acid sequence, predict their binding affinity value. This is MHC class II binding data. (1) The peptide sequence is SGFIGFCKSMGSKCV. The MHC is DRB3_0101 with pseudo-sequence DRB3_0101. The binding affinity (normalized) is 0. (2) The peptide sequence is LNKIVRMYSPVSILDI. The MHC is HLA-DQA10103-DQB10603 with pseudo-sequence HLA-DQA10103-DQB10603. The binding affinity (normalized) is 0.543. (3) The peptide sequence is NISGYNYSLSAAVKA. The MHC is DRB1_0401 with pseudo-sequence DRB1_0401. The binding affinity (normalized) is 0.966.